From a dataset of Forward reaction prediction with 1.9M reactions from USPTO patents (1976-2016). Predict the product of the given reaction. (1) Given the reactants [CH3:1][C@H:2]1[C@H:7]([CH3:8])[N:6](C)[CH2:5][CH2:4][N:3]1[C:10](OCC1C=CC=CC=1)=O, predict the reaction product. The product is: [CH3:10][N:3]1[CH2:4][CH2:5][NH:6][C@@H:7]([CH3:8])[C@@H:2]1[CH3:1]. (2) Given the reactants [NH2:1][C:2]1[C:7]([I:8])=[CH:6][CH:5]=[C:4]([Cl:9])[N:3]=1.Br.[CH:11](O)(C)[CH3:12], predict the reaction product. The product is: [Cl:9][C:4]1[N:3]2[CH:11]=[CH:12][N:1]=[C:2]2[C:7]([I:8])=[CH:6][CH:5]=1. (3) Given the reactants Br[CH2:2][C:3]([C:5]1[CH:10]=[CH:9][CH:8]=[CH:7][CH:6]=1)=O.[NH2:11][C:12]([NH2:14])=[S:13], predict the reaction product. The product is: [C:5]1([C:3]2[N:11]=[C:12]([NH2:14])[S:13][CH:2]=2)[CH:10]=[CH:9][CH:8]=[CH:7][CH:6]=1. (4) Given the reactants [F:1][C:2]([F:20])([F:19])[C:3]1[C:4]([NH2:18])=[N:5][CH:6]=[C:7]([C:9]2[S:13][C:12]3=[N:14][CH:15]=[C:16](I)[N:11]3[N:10]=2)[CH:8]=1.[CH3:21][O:22][C:23]1[CH:24]=[C:25](B(O)O)[CH:26]=[CH:27][C:28]=1[C:29]([O:31][CH3:32])=[O:30].C(Cl)Cl.C([O-])([O-])=O.[Na+].[Na+], predict the reaction product. The product is: [CH3:32][O:31][C:29](=[O:30])[C:28]1[CH:27]=[CH:26][C:25]([C:16]2[N:11]3[C:12]([S:13][C:9]([C:7]4[CH:6]=[N:5][C:4]([NH2:18])=[C:3]([C:2]([F:20])([F:19])[F:1])[CH:8]=4)=[N:10]3)=[N:14][CH:15]=2)=[CH:24][C:23]=1[O:22][CH3:21].